Dataset: Full USPTO retrosynthesis dataset with 1.9M reactions from patents (1976-2016). Task: Predict the reactants needed to synthesize the given product. (1) Given the product [F:25][C:26]1([F:34])[CH2:31][CH2:30][CH:29]([CH:32]=[CH:4][C:3]([O:2][CH3:1])=[O:24])[CH2:28][CH2:27]1, predict the reactants needed to synthesize it. The reactants are: [CH3:1][O:2][C:3](=[O:24])[CH:4]=P(C1C=CC=CC=1)(C1C=CC=CC=1)C1C=CC=CC=1.[F:25][C:26]1([F:34])[CH2:31][CH2:30][CH:29]([CH:32]=O)[CH2:28][CH2:27]1. (2) Given the product [F:13][C:14]1[CH:19]=[C:18]([N+:20]([O-:22])=[O:21])[CH:17]=[CH:16][C:15]=1[N:23]1[CH2:28][CH2:27][N:26]([C:1](=[O:4])[CH2:2][CH3:3])[CH2:25][CH2:24]1, predict the reactants needed to synthesize it. The reactants are: [C:1](Cl)(=[O:4])[CH2:2][CH3:3].C(N(CC)CC)C.[F:13][C:14]1[CH:19]=[C:18]([N+:20]([O-:22])=[O:21])[CH:17]=[CH:16][C:15]=1[N:23]1[CH2:28][CH2:27][NH:26][CH2:25][CH2:24]1.O. (3) Given the product [CH2:13]([C:12]([C:22]1[C:23]2[C:28](=[C:27]([NH:29][S:30]([CH3:33])(=[O:31])=[O:32])[CH:26]=[CH:25][CH:24]=2)[NH:20][CH:21]=1)([C:10]1[CH:9]=[CH:8][C:6]2[N:7]=[C:3]([C:2]([F:19])([F:18])[F:1])[NH:4][C:5]=2[CH:11]=1)[CH2:15][CH3:16])[CH3:14], predict the reactants needed to synthesize it. The reactants are: [F:1][C:2]([F:19])([F:18])[C:3]1[NH:4][C:5]2[CH:11]=[C:10]([C:12](O)([CH2:15][CH3:16])[CH2:13][CH3:14])[CH:9]=[CH:8][C:6]=2[N:7]=1.[NH:20]1[C:28]2[C:23](=[CH:24][CH:25]=[CH:26][C:27]=2[NH:29][S:30]([CH3:33])(=[O:32])=[O:31])[CH:22]=[CH:21]1.C(O)(C(F)(F)F)=O.C([O-])(O)=O.[Na+]. (4) Given the product [OH:13][NH:12][C:1]([C:3]1[CH:4]=[C:5]2[C:9](=[CH:10][CH:11]=1)[NH:8][CH:7]=[CH:6]2)=[NH:2], predict the reactants needed to synthesize it. The reactants are: [C:1]([C:3]1[CH:4]=[C:5]2[C:9](=[CH:10][CH:11]=1)[NH:8][CH:7]=[CH:6]2)#[N:2].[NH2:12][OH:13].Cl.C([O-])(O)=O.[Na+].